Dataset: Experimentally validated miRNA-target interactions with 360,000+ pairs, plus equal number of negative samples. Task: Binary Classification. Given a miRNA mature sequence and a target amino acid sequence, predict their likelihood of interaction. (1) The miRNA is hsa-miR-4668-5p with sequence AGGGAAAAAAAAAAGGAUUUGUC. The protein sequence of the target gene is MKRRLDDQESPVYAAQQRRIPGSTEAFPHQHRVLAPAPPVYEAVSETMQSATGIQYSVTPSYQVSAMPQSSGSHGPAIAAVHSSHHHPTAVQPHGGQVVQSHAHPAPPVAPVQGQQQFQRLKVEDALSYLDQVKLQFGSQPQVYNDFLDIMKEFKSQSIDTPGVISRVSQLFKGHPDLIMGFNTFLPPGYKIEVQTNDMVNVTTPGQVHQIPTHGIQPQPQPPPQHPSQPSAQSAPAPAQPAPQPPPAKVSKPSQLQAHTPASQQTPPLPPYASPRSPPVQPHTPVTISLGTAPSLQNNQ.... Result: 1 (interaction). (2) The miRNA is hsa-miR-16-5p with sequence UAGCAGCACGUAAAUAUUGGCG. The protein sequence of the target gene is MAALEEEFTLSSVVLSAGPEGLLGVEQSDKTDQFLVTDSGRTVILYKVSDQKPLGSWSVKQGQIITCPAVCNFQTGEYVVVHDNKVLRIWNNEDVNLDKVFKATLSAEVYRILSVQGTEPLVLFKEGAVRGLEALLADPQQKIETVISDEEVIKWTKFFVVFRHPVLIFITEKHGNYFAYVQMFNSRILTKYTLLLGQDENSVIKSFTASVDRKFISLMSLSSDGCIYETLIPIRPADPEKNQSLVKSLLLKAVVSGNARNGVALTALDQDHVAVLGSPLAASKECLSVWNIKFQTLQTS.... Result: 1 (interaction). (3) The miRNA is hsa-miR-3940-3p with sequence CAGCCCGGAUCCCAGCCCACUU. The protein sequence of the target gene is MPKLQGFEFWSRTLGGARHVVAPMVDQSELAWRLLSRRHGAQLCYTPMLHAQVFVRDANYRKENLYCDVCPEDRPLIVQFCANDPEVFVQAALLAQDYCDAIDLNLGCPQMIAKRGHYGAFLQEEWDLLQRMILLAHERLSVPVTCKIRVFPEIDKTVRYAQMLEKAGCQLLTVHGRTKEQKGPMAGTASWEHIKAVRKAVGIPVFANGNIQCLQDVERCIQDTGVQGVMSAEGNLHNPALFEGRSPAVWELAEEYLDIVRQHPCPLSYVRAHLFKLWHHTLQVHQQLREELAKVKTLEG.... Result: 0 (no interaction). (4) Result: 1 (interaction). The miRNA is hsa-miR-488-3p with sequence UUGAAAGGCUAUUUCUUGGUC. The protein sequence of the target gene is MLRWTVHLEGGPRRVNHAAVAVGHRVYSFGGYCSGEDYETLRQIDVHIFNAVSLRWTKLPPVKSAIRGQAPVVPYMRYGHSTVLIDDTVLLWGGRNDTEGACNVLYAFDVNTHKWFTPRVSGTVPGARDGHSACVLGKIMYIFGGYEQQADCFSNDIHKLDTSTMTWTLICTKGSPARWRDFHSATMLGSHMYVFGGRADRFGPFHSNNEIYCNRIRVFDTRTEAWLDCPPTPVLPEGRRSHSAFGYNGELYIFGGYNARLNRHFHDLWKFNPVSFTWKKIEPKGKGPCPRRRQCCCIVG.... (5) The miRNA is ssc-miR-150 with sequence UCUCCCAACCCUUGUACCAGUG. The protein sequence of the target gene is MAMQTVREGLFSAPQTSWWTAFGSQPLAPESLAGDSDSFAGVKVGSVGETGQRVDKQSNSATHLAFSLGDVKSPRLVPKPHGATFSMQSPCLELGFSQPPIYTKYPYGEQQYYGVVSAYGSQSRVMLPLNMETEDSTIYVNSKQYHGIIRRRQSRAKAAAVLDQKKLSSRCRKPYMHHSRHLHALRRPRGSGGRFLNTKSQNLENSGTNAKKGDGSMQIQSQPKPQQSNSQNSEVVHPENGTMNLSNGLNVSGSEVTSMNYFLSSPVHSLGGMVMPSKWIAAAAAMDNGCCNFKT. Result: 0 (no interaction). (6) The miRNA is mmu-miR-875-3p with sequence CCUGAAAAUACUGAGGCUAUG. The protein sequence of the target gene is MEKSRMNLPKGPDTLCFDKDEFMKEDFDVDHFVSDCRKRVQLEELRDDLELYYKLLKTAMVELINKDYADFVNLSTNLVGMDKALNQLSVPLGQLREEVLSLRSSVSEGIRAVDERMSKQEDIRKKKMCVLRLIQVIRSVEKIEKILNSQSSKETSALEASSPLLTGQILERIATEFNQLQFHAVQSKGMPLLDKVRPRIAGITAMLQQSLEGLLLEGLQTSDVDIIRHCLRTYATIDKTRDAEALVGQVLVKPYIDEVIIEQFVESHPNGLQVMYNKLLEFVPHHCRLLREVTGGAISS.... Result: 0 (no interaction). (7) The miRNA is hsa-miR-3200-3p with sequence CACCUUGCGCUACUCAGGUCUG. The protein sequence of the target gene is MAAAGPEPRLLLLLLLLLPPLPPVTSASDRPRGANAVNPDKLLVITVATAETEGYRRFLQSAEFFNYTVRTLGLGQEWRGGDVARTVGGGQKVRWLKKEMEKYADQKDMIIMFVDSYDVILASSPTELLKKFVQSGSHLLFSAESFCWPEWGLAEQYPEVGMGKRFLNSGGFIGFAPTIHQIVRQWNYKDDDDDQLFYTQLYLDPGLREKLKLSLDHKSRIFQNLNGALDEVILKFDQNRVRIRNVAYDTLPVVVHGNGPTKLQLNYLGNYVPNGWTPQGGCGFCNQTLRTLPGGQPPPR.... Result: 0 (no interaction).